Dataset: Full USPTO retrosynthesis dataset with 1.9M reactions from patents (1976-2016). Task: Predict the reactants needed to synthesize the given product. Given the product [N:18](=[C:14]([C:11]1[NH:12][CH:13]=[C:9]([C@@H:2]([OH:1])[C@H:3]([OH:8])[C@H:4]([OH:7])[CH2:5][OH:6])[N:10]=1)[CH3:15])[NH2:19], predict the reactants needed to synthesize it. The reactants are: [OH:1][C@H:2]([C:9]1[N:10]=[C:11]([C:14](=O)[CH3:15])[NH:12][CH:13]=1)[C@H:3]([OH:8])[C@H:4]([OH:7])[CH2:5][OH:6].O.[NH2:18][NH2:19].